From a dataset of Full USPTO retrosynthesis dataset with 1.9M reactions from patents (1976-2016). Predict the reactants needed to synthesize the given product. Given the product [Cl:17][C:12]1[N:11]=[C:10]([NH:9][C:4]2[CH:5]=[CH:6][C:7]([F:8])=[C:2]([Cl:1])[CH:3]=2)[N:15]=[C:14]([NH:27][CH:24]2[CH2:25][CH2:26][N:22]([S:19]([CH3:18])(=[O:21])=[O:20])[CH2:23]2)[N:13]=1, predict the reactants needed to synthesize it. The reactants are: [Cl:1][C:2]1[CH:3]=[C:4]([NH:9][C:10]2[N:15]=[C:14](Cl)[N:13]=[C:12]([Cl:17])[N:11]=2)[CH:5]=[CH:6][C:7]=1[F:8].[CH3:18][S:19]([N:22]1[CH2:26][CH2:25][CH:24]([NH2:27])[CH2:23]1)(=[O:21])=[O:20].C(#N)C.